From a dataset of Full USPTO retrosynthesis dataset with 1.9M reactions from patents (1976-2016). Predict the reactants needed to synthesize the given product. (1) The reactants are: [CH:1]12[CH2:7][CH:4]([CH:5]=[CH:6]1)[CH2:3][CH:2]2[C:8]([OH:10])=[O:9].C(Cl)(=O)C(Cl)=O.[F:17][C:18]([F:33])([F:32])[C:19]([C:28]([F:31])([F:30])[F:29])([OH:27])[CH2:20][CH2:21][CH2:22][CH2:23][CH2:24][CH2:25]O.C(N(CC)CC)C. Given the product [F:17][C:18]([F:32])([F:33])[C:19]([OH:27])([C:28]([F:30])([F:31])[F:29])[CH2:20][CH2:21][CH2:22][CH2:23][CH2:24][CH2:25][O:9][C:8]([CH:2]1[CH2:3][CH:4]2[CH2:7][CH:1]1[CH:6]=[CH:5]2)=[O:10], predict the reactants needed to synthesize it. (2) Given the product [ClH:1].[C:2]([C:4]1([CH3:17])[CH2:9][CH2:8][NH:7][CH2:6][CH2:5]1)#[N:3], predict the reactants needed to synthesize it. The reactants are: [ClH:1].[C:2]([C:4]1([CH3:17])[CH2:9][CH2:8][N:7](C(OC(C)(C)C)=O)[CH2:6][CH2:5]1)#[N:3].